Dataset: NCI-60 drug combinations with 297,098 pairs across 59 cell lines. Task: Regression. Given two drug SMILES strings and cell line genomic features, predict the synergy score measuring deviation from expected non-interaction effect. (1) Drug 1: CC1=CC=C(C=C1)C2=CC(=NN2C3=CC=C(C=C3)S(=O)(=O)N)C(F)(F)F. Drug 2: C1CN(P(=O)(OC1)NCCCl)CCCl. Cell line: HCT-15. Synergy scores: CSS=1.70, Synergy_ZIP=4.11, Synergy_Bliss=8.13, Synergy_Loewe=4.58, Synergy_HSA=1.25. (2) Drug 1: C(=O)(N)NO. Drug 2: CC(C)CN1C=NC2=C1C3=CC=CC=C3N=C2N. Cell line: BT-549. Synergy scores: CSS=-3.13, Synergy_ZIP=-2.31, Synergy_Bliss=-1.32, Synergy_Loewe=-4.23, Synergy_HSA=-3.68. (3) Drug 1: CN1C(=O)N2C=NC(=C2N=N1)C(=O)N. Drug 2: C1CN1C2=NC(=NC(=N2)N3CC3)N4CC4. Cell line: IGROV1. Synergy scores: CSS=19.7, Synergy_ZIP=-1.21, Synergy_Bliss=0.520, Synergy_Loewe=-9.32, Synergy_HSA=1.08. (4) Drug 1: CNC(=O)C1=NC=CC(=C1)OC2=CC=C(C=C2)NC(=O)NC3=CC(=C(C=C3)Cl)C(F)(F)F. Drug 2: CC(C)NC(=O)C1=CC=C(C=C1)CNNC.Cl. Cell line: MOLT-4. Synergy scores: CSS=-2.26, Synergy_ZIP=1.04, Synergy_Bliss=1.24, Synergy_Loewe=-1.70, Synergy_HSA=-1.25. (5) Drug 1: CC(C1=C(C=CC(=C1Cl)F)Cl)OC2=C(N=CC(=C2)C3=CN(N=C3)C4CCNCC4)N. Drug 2: C1CC(=O)NC(=O)C1N2CC3=C(C2=O)C=CC=C3N. Cell line: K-562. Synergy scores: CSS=26.0, Synergy_ZIP=0.469, Synergy_Bliss=0.632, Synergy_Loewe=-58.9, Synergy_HSA=1.49. (6) Drug 1: CC1=C(C=C(C=C1)NC2=NC=CC(=N2)N(C)C3=CC4=NN(C(=C4C=C3)C)C)S(=O)(=O)N.Cl. Drug 2: C1=NC2=C(N=C(N=C2N1C3C(C(C(O3)CO)O)F)Cl)N. Cell line: KM12. Synergy scores: CSS=6.12, Synergy_ZIP=-7.18, Synergy_Bliss=-3.69, Synergy_Loewe=-22.9, Synergy_HSA=-2.67. (7) Drug 1: CCC1(CC2CC(C3=C(CCN(C2)C1)C4=CC=CC=C4N3)(C5=C(C=C6C(=C5)C78CCN9C7C(C=CC9)(C(C(C8N6C)(C(=O)OC)O)OC(=O)C)CC)OC)C(=O)OC)O.OS(=O)(=O)O. Drug 2: CC1C(C(CC(O1)OC2CC(CC3=C2C(=C4C(=C3O)C(=O)C5=C(C4=O)C(=CC=C5)OC)O)(C(=O)CO)O)N)O.Cl. Cell line: DU-145. Synergy scores: CSS=50.3, Synergy_ZIP=-0.598, Synergy_Bliss=-1.20, Synergy_Loewe=1.56, Synergy_HSA=1.67. (8) Drug 1: C(=O)(N)NO. Drug 2: C1CN(CCN1C(=O)CCBr)C(=O)CCBr. Cell line: HOP-92. Synergy scores: CSS=11.4, Synergy_ZIP=-0.132, Synergy_Bliss=0.471, Synergy_Loewe=-2.27, Synergy_HSA=0.188. (9) Drug 1: CNC(=O)C1=CC=CC=C1SC2=CC3=C(C=C2)C(=NN3)C=CC4=CC=CC=N4. Drug 2: CC=C1C(=O)NC(C(=O)OC2CC(=O)NC(C(=O)NC(CSSCCC=C2)C(=O)N1)C(C)C)C(C)C. Cell line: A498. Synergy scores: CSS=16.7, Synergy_ZIP=-12.1, Synergy_Bliss=-13.3, Synergy_Loewe=-36.2, Synergy_HSA=-12.0.